Dataset: Catalyst prediction with 721,799 reactions and 888 catalyst types from USPTO. Task: Predict which catalyst facilitates the given reaction. (1) Reactant: [Br:1][C:2]1[C:7]([F:8])=[CH:6][CH:5]=[CH:4][C:3]=1[OH:9].I[CH2:11][CH3:12].C([O-])([O-])=O.[K+].[K+].CCOCC. Product: [Br:1][C:2]1[C:7]([F:8])=[CH:6][CH:5]=[CH:4][C:3]=1[O:9][CH2:11][CH3:12]. The catalyst class is: 3. (2) Reactant: [F:1][C:2]1([F:26])[CH2:25][CH2:24][C:5]2([CH2:9][N:8]([C:10](=[O:20])[C@H:11]([CH:17]([CH3:19])[CH3:18])[NH:12][C:13]([O:15][CH3:16])=[O:14])[C@H:7]([C:21]([OH:23])=[O:22])[CH2:6]2)[CH2:4][CH2:3]1.[CH3:27][O:28][C:29]([NH:31][C@H:32]([C:36]([N:38]1[CH2:64][CH2:63][CH2:62][C@H:39]1[C:40]([O:42][CH2:43][C:44]([C:46]1[CH:51]=[CH:50][C:49]([C:52]2[CH:57]=[CH:56][C:55]([C:58](=[O:61])[CH2:59]Br)=[CH:54][CH:53]=2)=[CH:48][CH:47]=1)=[O:45])=[O:41])=[O:37])[CH:33]([CH3:35])[CH3:34])=[O:30].C(N(CC)CC)C. Product: [F:26][C:2]1([F:1])[CH2:25][CH2:24][C:5]2([CH2:9][N:8]([C:10](=[O:20])[C@@H:11]([NH:12][C:13]([O:15][CH3:16])=[O:14])[CH:17]([CH3:19])[CH3:18])[C@H:7]([C:21]([O:23][CH2:59][C:58]([C:55]3[CH:56]=[CH:57][C:52]([C:49]4[CH:48]=[CH:47][C:46]([C:44](=[O:45])[CH2:43][O:42][C:40]([C@@H:39]5[CH2:62][CH2:63][CH2:64][N:38]5[C:36](=[O:37])[C@@H:32]([NH:31][C:29]([O:28][CH3:27])=[O:30])[CH:33]([CH3:35])[CH3:34])=[O:41])=[CH:51][CH:50]=4)=[CH:53][CH:54]=3)=[O:61])=[O:22])[CH2:6]2)[CH2:4][CH2:3]1. The catalyst class is: 10. (3) Reactant: Br[CH:2]1[CH:8](O)[CH2:7][CH2:6][CH2:5][CH2:4][C:3]1=[O:10].[CH3:11][N:12]([CH3:22])[C:13]1[CH:21]=[CH:20][C:16]([C:17]([NH2:19])=[S:18])=[CH:15][CH:14]=1. Product: [CH3:11][N:12]([CH3:22])[C:13]1[CH:21]=[CH:20][C:16]([C:17]2[S:18][C:2]3[CH:3]([OH:10])[CH2:4][CH2:5][CH2:6][CH2:7][C:8]=3[N:19]=2)=[CH:15][CH:14]=1. The catalyst class is: 17.